This data is from Ames mutagenicity test results for genotoxicity prediction. The task is: Regression/Classification. Given a drug SMILES string, predict its toxicity properties. Task type varies by dataset: regression for continuous values (e.g., LD50, hERG inhibition percentage) or binary classification for toxic/non-toxic outcomes (e.g., AMES mutagenicity, cardiotoxicity, hepatotoxicity). Dataset: ames. (1) The drug is CC1CN(N=O)CCN1N=O. The result is 1 (mutagenic). (2) The molecule is CC(C)Nc1snc2ccccc12. The result is 0 (non-mutagenic). (3) The drug is NS(=O)(=O)c1cc2c(cc1Cl)NC=NS2(=O)=O. The result is 0 (non-mutagenic). (4) The drug is CCOC(=O)C(C)(C#N)c1snc2ccc([N+](=O)[O-])cc12. The result is 1 (mutagenic). (5) The drug is C=CCCCCCCCC. The result is 0 (non-mutagenic). (6) The drug is CCCCCC[C@H](O)C/C=C\CCCCCCCC(=O)O. The result is 0 (non-mutagenic). (7) The compound is OC1c2ccc3cc4ccc5ccccc5c4nc3c2C2OC2C1O. The result is 1 (mutagenic).